This data is from Forward reaction prediction with 1.9M reactions from USPTO patents (1976-2016). The task is: Predict the product of the given reaction. (1) Given the reactants [O:1]=[C:2]([CH3:9])[CH2:3][C:4]([O:6][CH2:7][CH3:8])=[O:5].[CH3:10][CH2:11][O-].[Na+].[CH2:14]1C[CH2:15]1, predict the reaction product. The product is: [CH:11]1([CH2:10][CH:3]([C:2](=[O:1])[CH3:9])[C:4]([O:6][CH2:7][CH3:8])=[O:5])[CH2:15][CH2:14]1. (2) Given the reactants [NH2:1][C:2]1[C:3]([C:7]2[NH:23][C:10]3=[CH:11][C:12]4[C:13]([CH3:22])([CH3:21])[C:14](=[O:20])[N:15]([CH2:18][CH3:19])[C:16]=4[CH:17]=[C:9]3[N:8]=2)=[N:4][NH:5][CH:6]=1.[CH3:24][O:25][CH2:26][C:27](Cl)=[O:28], predict the reaction product. The product is: [CH2:18]([N:15]1[C:16]2[CH:17]=[C:9]3[N:8]=[C:7]([C:3]4[C:2]([NH:1][C:27](=[O:28])[CH2:26][O:25][CH3:24])=[CH:6][NH:5][N:4]=4)[NH:23][C:10]3=[CH:11][C:12]=2[C:13]([CH3:22])([CH3:21])[C:14]1=[O:20])[CH3:19]. (3) Given the reactants [CH3:1][O:2][C:3](=[O:13])[CH2:4][C:5]1[CH:10]=[CH:9][C:8]([NH2:11])=[CH:7][C:6]=1[CH3:12].CC(C)=O.[C:18]1([S:24](Cl)(=[O:26])=[O:25])[CH:23]=[CH:22][CH:21]=[CH:20][CH:19]=1, predict the reaction product. The product is: [CH3:1][O:2][C:3](=[O:13])[CH2:4][C:5]1[CH:10]=[CH:9][C:8]([NH:11][S:24]([C:18]2[CH:23]=[CH:22][CH:21]=[CH:20][CH:19]=2)(=[O:26])=[O:25])=[CH:7][C:6]=1[CH3:12]. (4) Given the reactants [C:1]([O:4][C:5]1[CH:13]=[C:12]([Cl:14])[CH:11]=[CH:10][C:6]=1[C:7]([OH:9])=O)(=[O:3])[CH3:2].[NH2:15][C:16]1[CH:21]=[CH:20][C:19]([N:22]2[C:26]([C:27]([F:30])([F:29])[F:28])=[CH:25][C:24]([C:31]([F:34])([F:33])[F:32])=[N:23]2)=[CH:18][CH:17]=1, predict the reaction product. The product is: [C:1]([O:4][C:5]1[CH:13]=[C:12]([Cl:14])[CH:11]=[CH:10][C:6]=1[C:7]([NH:15][C:16]1[CH:17]=[CH:18][C:19]([N:22]2[C:26]([C:27]([F:28])([F:29])[F:30])=[CH:25][C:24]([C:31]([F:34])([F:33])[F:32])=[N:23]2)=[CH:20][CH:21]=1)=[O:9])(=[O:3])[CH3:2]. (5) Given the reactants [CH3:1][O:2][C:3]1[C:4]2[C:12]3[CH:13]=[CH:14][CH:15]=[C:16]4[N:17]=[C:18]5[C:23]([CH:22]=[CH:21][CH:20]=[CH:19]5)=[C:10]([C:11]=34)[S:9][C:5]=2[CH:6]=[CH:7][CH:8]=1.[CH3:24][I:25], predict the reaction product. The product is: [I-:25].[CH3:1][O:2][C:3]1[C:4]2[C:12]3[CH:13]=[CH:14][CH:15]=[C:16]4[N+:17]([CH3:24])=[C:18]5[C:23]([CH:22]=[CH:21][CH:20]=[CH:19]5)=[C:10]([C:11]=34)[S:9][C:5]=2[CH:6]=[CH:7][CH:8]=1.